This data is from Orexin1 receptor HTS with 218,158 compounds and 233 confirmed actives. The task is: Binary Classification. Given a drug SMILES string, predict its activity (active/inactive) in a high-throughput screening assay against a specified biological target. The molecule is O1CCN(CC1)C(=O)/C=C1\OC(=O)c2c1cccc2. The result is 0 (inactive).